Dataset: Full USPTO retrosynthesis dataset with 1.9M reactions from patents (1976-2016). Task: Predict the reactants needed to synthesize the given product. Given the product [CH3:1][O:2][C:3](=[O:12])[C:4]1[CH:5]=[C:6]([N:14]([CH3:13])[CH2:15][CH2:16][CH3:17])[N:7]=[C:8]([Cl:10])[CH:9]=1, predict the reactants needed to synthesize it. The reactants are: [CH3:1][O:2][C:3](=[O:12])[C:4]1[CH:9]=[C:8]([Cl:10])[N:7]=[C:6](Cl)[CH:5]=1.[CH3:13][NH:14][CH2:15][CH2:16][CH3:17].C(=O)([O-])[O-].[Cs+].[Cs+].C1(P(C2C=CC=CC=2)C2C=CC3C(=CC=CC=3)C=2C2C3C(=CC=CC=3)C=CC=2P(C2C=CC=CC=2)C2C=CC=CC=2)C=CC=CC=1.